Task: Predict the reaction yield, written as a fraction of the theoretical maximum amount of product (1.0 means a 100% yield; for example, 0.34 means a 34% yield).. Dataset: Reaction yield outcomes from USPTO patents with 853,638 reactions (1) The reactants are Br[C:2]1[C:10]2[O:9][CH2:8][CH:7]([C:11]3[CH:16]=[CH:15][C:14]([CH:17]([CH3:19])[CH3:18])=[CH:13][CH:12]=3)[C:6]=2[C:5]([CH3:20])=[C:4]([NH:21][C:22](=[O:28])[CH2:23][C:24]([CH3:27])([CH3:26])[CH3:25])[C:3]=1[CH3:29].[N+:30]([C:33]1[CH:34]=[C:35](B(O)O)[CH:36]=[CH:37][CH:38]=1)([O-:32])=[O:31]. No catalyst specified. The product is [N+:30]([C:33]1[CH:38]=[C:37]([C:2]2[C:10]3[O:9][CH2:8][CH:7]([C:11]4[CH:16]=[CH:15][C:14]([CH:17]([CH3:19])[CH3:18])=[CH:13][CH:12]=4)[C:6]=3[C:5]([CH3:20])=[C:4]([NH:21][C:22](=[O:28])[CH2:23][C:24]([CH3:25])([CH3:26])[CH3:27])[C:3]=2[CH3:29])[CH:36]=[CH:35][CH:34]=1)([O-:32])=[O:31]. The yield is 0.590. (2) The reactants are [C:1]([CH:4]1[NH:9][CH2:8][CH2:7][N:6]([C:10]([O:12][C:13]([CH3:16])([CH3:15])[CH3:14])=[O:11])[CH2:5]1)(=[O:3])[NH2:2].CCN(CC)CC.[C:24](Cl)(=[O:27])[CH:25]=[CH2:26]. The catalyst is C(Cl)Cl. The product is [C:24]([N:9]1[CH2:8][CH2:7][N:6]([C:10]([O:12][C:13]([CH3:16])([CH3:15])[CH3:14])=[O:11])[CH2:5][CH:4]1[C:1](=[O:3])[NH2:2])(=[O:27])[CH:25]=[CH2:26]. The yield is 0.539. (3) No catalyst specified. The product is [CH2:1]([O:4][C:5]1[C:6]2[N:7]=[CH:8][N:9]([C:32]=2[N:33]=[C:34]([N:36]=[N+:41]=[N-:42])[N:35]=1)[C@@H:10]1[O:31][C@H:21]([CH2:22][O:23][Si:24]([C:27]([CH3:28])([CH3:29])[CH3:30])([CH3:26])[CH3:25])[C@@H:12]([O:13][Si:14]([C:17]([CH3:20])([CH3:19])[CH3:18])([CH3:15])[CH3:16])[CH2:11]1)[CH:2]=[CH2:3]. The reactants are [CH2:1]([O:4][C:5]1[C:6]2[N:7]=[CH:8][N:9]([C:32]=2[N:33]=[C:34]([NH2:36])[N:35]=1)[C@@H:10]1[O:31][C@H:21]([CH2:22][O:23][Si:24]([C:27]([CH3:30])([CH3:29])[CH3:28])([CH3:26])[CH3:25])[C@@H:12]([O:13][Si:14]([C:17]([CH3:20])([CH3:19])[CH3:18])([CH3:16])[CH3:15])[CH2:11]1)[CH:2]=[CH2:3].[Si]([N:41]=[N+:42]=[N-])(C)(C)C. The yield is 0.630. (4) The yield is 0.256. The product is [CH3:1][O:2][C:3]1[S:4][C:5]([CH2:8][CH2:9][C:10]2[NH:14][N:13]=[C:12]([NH:15][C:17]3[CH:22]=[CH:21][N:20]=[C:19]([NH:23][CH2:24][C:25]4[O:29][N:28]=[C:27]([CH3:30])[CH:26]=4)[N:18]=3)[CH:11]=2)=[CH:6][N:7]=1. The catalyst is C(O)C. The reactants are [CH3:1][O:2][C:3]1[S:4][C:5]([CH2:8][CH2:9][C:10]2[NH:14][N:13]=[C:12]([NH2:15])[CH:11]=2)=[CH:6][N:7]=1.Cl[C:17]1[CH:22]=[CH:21][N:20]=[C:19]([NH:23][CH2:24][C:25]2[O:29][N:28]=[C:27]([CH3:30])[CH:26]=2)[N:18]=1. (5) The reactants are [C:1]([C:3]1[CH:8]=[CH:7][C:6]([C:9](=[O:11])[CH3:10])=[CH:5][CH:4]=1)#[CH:2].C1C(=O)N([Br:19])C(=O)C1. The catalyst is CC(C)=O.[N+]([O-])([O-])=O.[Ag+]. The product is [Br:19][C:2]#[C:1][C:3]1[CH:8]=[CH:7][C:6]([C:9](=[O:11])[CH3:10])=[CH:5][CH:4]=1. The yield is 0.760. (6) The reactants are [C:1]([C:5]1[CH:6]=[C:7]2[C:12](=[C:13]([F:15])[CH:14]=1)[C:11](=[O:16])[N:10]([C:17]1[CH:24]=[C:23]([F:25])[CH:22]=[C:21]([C:26]3[CH:31]=[C:30]([NH:32][C:33]4[CH:38]=[CH:37][C:36]([N:39]5[CH2:44][C@@H:43]([CH3:45])[N:42]([CH:46]6[CH2:49][O:48][CH2:47]6)[CH2:41][C@@H:40]5[CH3:50])=[CH:35][N:34]=4)[C:29](=[O:51])[N:28]([CH3:52])[CH:27]=3)[C:18]=1[CH:19]=[O:20])[N:9]=[CH:8]2)([CH3:4])([CH3:3])[CH3:2].[BH4-].[Na+]. The catalyst is CO. The product is [C:1]([C:5]1[CH:6]=[C:7]2[C:12](=[C:13]([F:15])[CH:14]=1)[C:11](=[O:16])[N:10]([C:17]1[CH:24]=[C:23]([F:25])[CH:22]=[C:21]([C:26]3[CH:31]=[C:30]([NH:32][C:33]4[CH:38]=[CH:37][C:36]([N:39]5[CH2:44][C@@H:43]([CH3:45])[N:42]([CH:46]6[CH2:49][O:48][CH2:47]6)[CH2:41][C@@H:40]5[CH3:50])=[CH:35][N:34]=4)[C:29](=[O:51])[N:28]([CH3:52])[CH:27]=3)[C:18]=1[CH2:19][OH:20])[N:9]=[CH:8]2)([CH3:3])([CH3:4])[CH3:2]. The yield is 0.220. (7) The reactants are O.[C:2]1(C)C=CC(S(O)(=O)=O)=C[CH:3]=1.[Cl:13][C:14]1[N:22]=[CH:21][CH:20]=[CH:19][C:15]=1[C:16]([OH:18])=[O:17].CCOCC. The catalyst is C(O)C. The product is [Cl:13][C:14]1[N:22]=[CH:21][CH:20]=[CH:19][C:15]=1[C:16]([O:18][CH2:2][CH3:3])=[O:17]. The yield is 0.720. (8) The reactants are [H-].C(N([Al](N(CCCCCC)CCCCCC)N(CCCCCC)CCCCCC)CCCCCC)CCCCC.[Li+].N[C@H](C(O)=[O:53])CC1CCCCC1.[C:55]([C:57]([C:60]1[CH:67]=[CH:66][C:63]([C:64]#N)=[CH:62][CH:61]=1)([CH3:59])[CH3:58])#[N:56]. The catalyst is C1COCC1. The product is [CH:64]([C:63]1[CH:66]=[CH:67][C:60]([C:57]([CH3:59])([CH3:58])[C:55]#[N:56])=[CH:61][CH:62]=1)=[O:53]. The yield is 0.630. (9) The reactants are [CH3:1][O:2][C:3](=[O:12])[C:4]1[CH:9]=[CH:8][C:7]([CH:10]=O)=[CH:6][CH:5]=1.[C:13]([C:17]1[CH:23]=[CH:22][C:20]([NH2:21])=[CH:19][CH:18]=1)([CH3:16])([CH3:15])[CH3:14].C(O)(C(F)(F)F)=O.C([BH3-])#N.[Na+]. The catalyst is CO. The product is [CH3:1][O:2][C:3](=[O:12])[C:4]1[CH:9]=[CH:8][C:7]([CH2:10][NH:21][C:20]2[CH:22]=[CH:23][C:17]([C:13]([CH3:16])([CH3:15])[CH3:14])=[CH:18][CH:19]=2)=[CH:6][CH:5]=1. The yield is 0.990. (10) The reactants are [Br:1]Br.C1(P(C2C=CC=CC=2)C2C=CC=CC=2)C=CC=CC=1.[N:22]1[CH:27]=[CH:26][CH:25]=[CH:24][C:23]=1[C:28]#[C:29][CH2:30][CH2:31][CH2:32]O. The catalyst is C(Cl)Cl. The product is [Br:1][CH2:32][CH2:31][CH2:30][C:29]#[C:28][C:23]1[CH:24]=[CH:25][CH:26]=[CH:27][N:22]=1. The yield is 0.290.